This data is from Forward reaction prediction with 1.9M reactions from USPTO patents (1976-2016). The task is: Predict the product of the given reaction. (1) Given the reactants [Br:1][C:2]1[CH:11]=[C:10]2[C:5]([C:6]([CH3:12])=[CH:7][CH:8]=[N:9]2)=[CH:4][CH:3]=1.C1C=C(Cl)C=C(C(OO)=[O:21])C=1.[OH-].[Na+], predict the reaction product. The product is: [Br:1][C:2]1[CH:11]=[C:10]2[C:5]([C:6]([CH3:12])=[CH:7][CH:8]=[N+:9]2[O-:21])=[CH:4][CH:3]=1. (2) Given the reactants [C:1]([NH:18][C@H:19]([C:26]([OH:28])=[O:27])[CH2:20][C:21]1[N:25]=[CH:24][NH:23][CH:22]=1)(OCC1C2C(=CC=CC=2)C2C1=CC=CC=2)=O.C(N[C@H:47]([C:52]([OH:54])=[O:53])[CH2:48]C(C)C)(OCC1C2C(=CC=CC=2)C2C1=CC=CC=2)=O.S1C=[CH:58][CH:57]=[C:56]1[CH:60]=[O:61].Cl[C:63]1[CH:64]=[C:65]([CH:69]=[CH:70][C:71]=1[Cl:72])[C:66](Cl)=[O:67], predict the reaction product. The product is: [Cl:72][C:71]1[CH:70]=[CH:69][C:65]([C:66]([N:18]2[CH:1]([C:60]3[O:61][CH:58]=[CH:57][CH:56]=3)[CH:47]([C:52]([OH:54])=[O:53])[CH2:48][C:19]2([CH2:20][C:21]2[N:25]=[CH:24][NH:23][CH:22]=2)[C:26]([OH:28])=[O:27])=[O:67])=[CH:64][CH:63]=1. (3) The product is: [Cl:15][C:6]1[C:5]2[C:10](=[CH:11][C:2]([Cl:1])=[CH:3][CH:4]=2)[N:9]=[CH:8][N:7]=1. Given the reactants [Cl:1][C:2]1[CH:11]=[C:10]2[C:5]([C:6](=O)[NH:7][CH:8]=[N:9]2)=[CH:4][CH:3]=1.O=P(Cl)(Cl)[Cl:15], predict the reaction product. (4) Given the reactants [F:1][C:2]1([F:31])[CH2:6][CH2:5][C@@H:4]([C@@:7]([OH:30])([C:24]2[CH:29]=[CH:28][CH:27]=[CH:26][CH:25]=2)[C:8]([O:10][CH:11]2[CH2:16][CH2:15][N:14](C(OC(C)(C)C)=O)[CH2:13][CH2:12]2)=[O:9])[CH2:3]1, predict the reaction product. The product is: [F:31][C:2]1([F:1])[CH2:6][CH2:5][C@@H:4]([C@@:7]([OH:30])([C:24]2[CH:25]=[CH:26][CH:27]=[CH:28][CH:29]=2)[C:8]([O:10][CH:11]2[CH2:12][CH2:13][NH:14][CH2:15][CH2:16]2)=[O:9])[CH2:3]1. (5) Given the reactants C[CH2:2][N:3](C(C)C)C(C)C.C([C:12]1[CH:13]=[C:14]([N:18]2[CH:22]=[C:21]([C:23]([OH:25])=O)[N:20]=[N:19]2)[CH:15]=[CH:16][CH:17]=1)#N.NC1C=C(C=CC=1)C#N.C1C=CC2N(O)N=NC=2C=1.CCN=C=NCCCN(C)C.Cl.[NH2:57][CH2:58][C:59]([N:61]1[CH2:66][CH2:65][CH:64]([O:67][C:68]2[CH:73]=[CH:72][CH:71]=[C:70]([C:74]([F:77])([F:76])[F:75])[CH:69]=2)[CH2:63][CH2:62]1)=[O:60], predict the reaction product. The product is: [O:60]=[C:59]([N:61]1[CH2:62][CH2:63][CH:64]([O:67][C:68]2[CH:73]=[CH:72][CH:71]=[C:70]([C:74]([F:77])([F:75])[F:76])[CH:69]=2)[CH2:65][CH2:66]1)[CH2:58][NH:57][C:23]([C:21]1[N:20]=[N:19][N:18]([C:14]2[CH:13]=[CH:12][CH:17]=[CH:16][C:15]=2[C:2]#[N:3])[CH:22]=1)=[O:25]. (6) The product is: [CH3:6][C:4]([O:7][C@H:8]([CH3:44])[C@@H:9]([C:40]([OH:42])=[O:41])[NH:10][C:11]([C:13]1[CH:18]=[CH:17][C:16]([C:19]2[CH:20]=[CH:21][C:22]([O:25][CH3:26])=[CH:23][CH:24]=2)=[CH:15][C:14]=1[NH:27][C:28]([NH:30][C:31]1[C:32]([CH3:39])=[CH:33][C:34]([CH3:38])=[CH:35][C:36]=1[CH3:37])=[O:29])=[O:12])([CH3:3])[CH3:5]. Given the reactants [OH-].[Li+].[CH3:3][C:4]([O:7][C@H:8]([CH3:44])[C@@H:9]([C:40]([O:42]C)=[O:41])[NH:10][C:11]([C:13]1[CH:18]=[CH:17][C:16]([C:19]2[CH:24]=[CH:23][C:22]([O:25][CH3:26])=[CH:21][CH:20]=2)=[CH:15][C:14]=1[NH:27][C:28]([NH:30][C:31]1[C:36]([CH3:37])=[CH:35][C:34]([CH3:38])=[CH:33][C:32]=1[CH3:39])=[O:29])=[O:12])([CH3:6])[CH3:5].CO.O, predict the reaction product.